From a dataset of NCI-60 drug combinations with 297,098 pairs across 59 cell lines. Regression. Given two drug SMILES strings and cell line genomic features, predict the synergy score measuring deviation from expected non-interaction effect. (1) Cell line: SW-620. Drug 2: C1=CC(=CC=C1C#N)C(C2=CC=C(C=C2)C#N)N3C=NC=N3. Drug 1: COC1=CC(=CC(=C1O)OC)C2C3C(COC3=O)C(C4=CC5=C(C=C24)OCO5)OC6C(C(C7C(O6)COC(O7)C8=CC=CS8)O)O. Synergy scores: CSS=28.4, Synergy_ZIP=-0.147, Synergy_Bliss=-0.691, Synergy_Loewe=-24.5, Synergy_HSA=-1.19. (2) Drug 1: COC1=C(C=C2C(=C1)N=CN=C2NC3=CC(=C(C=C3)F)Cl)OCCCN4CCOCC4. Drug 2: CCC1(C2=C(COC1=O)C(=O)N3CC4=CC5=C(C=CC(=C5CN(C)C)O)N=C4C3=C2)O.Cl. Cell line: HCC-2998. Synergy scores: CSS=14.8, Synergy_ZIP=-1.56, Synergy_Bliss=1.14, Synergy_Loewe=1.43, Synergy_HSA=1.80. (3) Drug 1: C1=C(C(=O)NC(=O)N1)F. Drug 2: C1=CC(=CC=C1CCCC(=O)O)N(CCCl)CCCl. Cell line: OVCAR3. Synergy scores: CSS=68.2, Synergy_ZIP=1.07, Synergy_Bliss=0.947, Synergy_Loewe=-6.30, Synergy_HSA=6.68. (4) Drug 1: CC12CCC3C(C1CCC2=O)CC(=C)C4=CC(=O)C=CC34C. Drug 2: B(C(CC(C)C)NC(=O)C(CC1=CC=CC=C1)NC(=O)C2=NC=CN=C2)(O)O. Cell line: NCI-H522. Synergy scores: CSS=16.3, Synergy_ZIP=-1.33, Synergy_Bliss=-3.00, Synergy_Loewe=0.0207, Synergy_HSA=-1.83.